From a dataset of CYP2C19 inhibition data for predicting drug metabolism from PubChem BioAssay. Regression/Classification. Given a drug SMILES string, predict its absorption, distribution, metabolism, or excretion properties. Task type varies by dataset: regression for continuous measurements (e.g., permeability, clearance, half-life) or binary classification for categorical outcomes (e.g., BBB penetration, CYP inhibition). Dataset: cyp2c19_veith. (1) The molecule is O=P(O)(CCc1ccccc1)C(O)c1ccccc1. The result is 0 (non-inhibitor). (2) The drug is N#C/C(C(=O)Oc1ccccc1)=C1/Nc2ccccc2-c2ccccc21. The result is 1 (inhibitor).